This data is from Full USPTO retrosynthesis dataset with 1.9M reactions from patents (1976-2016). The task is: Predict the reactants needed to synthesize the given product. (1) Given the product [CH:1]1([S:4]([NH:7][CH2:8][C:9]2[CH:14]=[CH:13][CH:12]=[C:11]([NH2:15])[CH:10]=2)(=[O:6])=[O:5])[CH2:3][CH2:2]1, predict the reactants needed to synthesize it. The reactants are: [CH:1]1([S:4]([NH:7][CH2:8][C:9]2[CH:14]=[CH:13][CH:12]=[C:11]([N+:15]([O-])=O)[CH:10]=2)(=[O:6])=[O:5])[CH2:3][CH2:2]1. (2) The reactants are: [CH3:1][O:2][C:3](=[O:24])[CH:4]=P(C1C=CC=CC=1)(C1C=CC=CC=1)C1C=CC=CC=1.[I:25][C:26]1[CH:33]=[CH:32][C:29]([CH:30]=O)=[CH:28][CH:27]=1. Given the product [CH3:1][O:2][C:3](=[O:24])[CH:4]=[CH:30][C:29]1[CH:32]=[CH:33][C:26]([I:25])=[CH:27][CH:28]=1, predict the reactants needed to synthesize it.